Dataset: Experimental lipophilicity measurements (octanol/water distribution) for 4,200 compounds from AstraZeneca. Task: Regression/Classification. Given a drug SMILES string, predict its absorption, distribution, metabolism, or excretion properties. Task type varies by dataset: regression for continuous measurements (e.g., permeability, clearance, half-life) or binary classification for categorical outcomes (e.g., BBB penetration, CYP inhibition). For this dataset (lipophilicity_astrazeneca), we predict Y. The compound is CCC(c1ccncc1)n1[nH]c(=O)c2[nH]c3cc(Cl)ccc3c(=O)c2c1=O. The Y is 0.600 logD.